From a dataset of Catalyst prediction with 721,799 reactions and 888 catalyst types from USPTO. Predict which catalyst facilitates the given reaction. (1) Reactant: [OH:1][C:2]1[CH:3]=[C:4]([CH:7]=[CH:8][C:9]=1O)[CH:5]=[O:6].C([O:13][Si:14](OCC)(OCC)OCC)C. Product: [C:5](=[C:4]1[CH:7]=[CH:8][CH:9]=[C:2]([O-:1])[CH:3]1[O-:13])=[O:6].[Si+4:14].[C:5](=[C:4]1[CH:7]=[CH:8][CH:9]=[C:2]([O-:1])[CH:3]1[O-:13])=[O:6]. The catalyst class is: 11. (2) Reactant: Br[C:2]1[CH:3]=[CH:4][C:5]([O:8][C:9]2[CH:14]=[CH:13][CH:12]=[CH:11][C:10]=2[F:15])=[N:6][CH:7]=1.[O:16]1CCC[CH2:17]1.C([Li])CCC.CN(C)C=O. Product: [F:15][C:10]1[CH:11]=[CH:12][CH:13]=[CH:14][C:9]=1[O:8][C:5]1[N:6]=[CH:7][C:2]([CH:17]=[O:16])=[CH:3][CH:4]=1. The catalyst class is: 6. (3) Reactant: [O:1]=[C:2]([CH3:15])[CH2:3][N:4]1[C:12](=[O:13])[C:11]2[C:6](=[CH:7][CH:8]=[CH:9][CH:10]=2)[C:5]1=[O:14].[Br:16]Br. Product: [Br:16][CH2:15][C:2](=[O:1])[CH2:3][N:4]1[C:5](=[O:14])[C:6]2[C:11](=[CH:10][CH:9]=[CH:8][CH:7]=2)[C:12]1=[O:13]. The catalyst class is: 53. (4) Reactant: Cl.C(O)C.[Br:5][C:6]1[CH:15]=[C:14]2[C:9]([C:10]([NH:16][C:17]3[CH:22]=[CH:21][C:20]([F:23])=[C:19]([Cl:24])[CH:18]=3)=[N:11][CH:12]=[N:13]2)=[CH:8][C:7]=1[N+:25]([O-])=O.[OH-].[Na+]. Product: [Br:5][C:6]1[CH:15]=[C:14]2[C:9]([C:10]([NH:16][C:17]3[CH:22]=[CH:21][C:20]([F:23])=[C:19]([Cl:24])[CH:18]=3)=[N:11][CH:12]=[N:13]2)=[CH:8][C:7]=1[NH2:25]. The catalyst class is: 13.